From a dataset of Full USPTO retrosynthesis dataset with 1.9M reactions from patents (1976-2016). Predict the reactants needed to synthesize the given product. (1) The reactants are: [CH2:1]([N:8]1[CH2:13][CH2:12][CH:11]([NH:14][C:15]2[N:20]=[CH:19][C:18]([CH2:21][OH:22])=[CH:17][CH:16]=2)[CH2:10][CH2:9]1)[C:2]1[CH:7]=[CH:6][CH:5]=[CH:4][CH:3]=1. Given the product [CH2:1]([N:8]1[CH2:13][CH2:12][CH:11]([NH:14][C:15]2[CH:16]=[CH:17][C:18]([CH:21]=[O:22])=[CH:19][N:20]=2)[CH2:10][CH2:9]1)[C:2]1[CH:3]=[CH:4][CH:5]=[CH:6][CH:7]=1, predict the reactants needed to synthesize it. (2) Given the product [F:33][C:30]1[CH:31]=[CH:32][C:27](/[CH:26]=[CH:25]/[C:22]2[O:23][CH:24]=[C:20]([CH2:19][O:15][C:11]3[CH:10]=[C:9]([CH2:8][CH2:7][CH2:6][N:1]4[CH:5]=[CH:4][N:3]=[N:2]4)[CH:14]=[CH:13][CH:12]=3)[N:21]=2)=[CH:28][CH:29]=1, predict the reactants needed to synthesize it. The reactants are: [N:1]1([CH2:6][CH2:7][CH2:8][C:9]2[CH:10]=[C:11]([OH:15])[CH:12]=[CH:13][CH:14]=2)[CH:5]=[CH:4][N:3]=[N:2]1.[H-].[Na+].Cl[CH2:19][C:20]1[N:21]=[C:22](/[CH:25]=[CH:26]/[C:27]2[CH:32]=[CH:31][C:30]([F:33])=[CH:29][CH:28]=2)[O:23][CH:24]=1.